From a dataset of Reaction yield outcomes from USPTO patents with 853,638 reactions. Predict the reaction yield, written as a fraction of the theoretical maximum amount of product (1.0 means a 100% yield; for example, 0.34 means a 34% yield). The product is [NH:17]([C:3](=[O:2])[CH2:4][CH:5]1[CH2:8][N:7]([C:9]([O:11][C:12]([CH3:15])([CH3:14])[CH3:13])=[O:10])[CH2:6]1)[NH2:18]. The reactants are C[O:2][C:3](=O)[CH2:4][CH:5]1[CH2:8][N:7]([C:9]([O:11][C:12]([CH3:15])([CH3:14])[CH3:13])=[O:10])[CH2:6]1.[NH2:17][NH2:18].O. The catalyst is CO. The yield is 0.960.